This data is from Forward reaction prediction with 1.9M reactions from USPTO patents (1976-2016). The task is: Predict the product of the given reaction. (1) The product is: [Br:1][C:2]1[CH:7]=[CH:6][C:5]([O:8][C:11]2[N:16]=[C:15]([CH3:17])[C:14]([CH:18]=[O:19])=[CH:13][CH:12]=2)=[CH:4][C:3]=1[CH3:9]. Given the reactants [Br:1][C:2]1[CH:7]=[CH:6][C:5]([OH:8])=[CH:4][C:3]=1[CH3:9].Br[C:11]1[N:16]=[C:15]([CH3:17])[C:14]([CH:18]=[O:19])=[CH:13][CH:12]=1.C([O-])([O-])=O.[K+].[K+], predict the reaction product. (2) Given the reactants [CH:1]([O:4][C:5]1[CH:6]=[CH:7][C:8]([C:12]([O-:14])=[O:13])=[N:9][C:10]=1[CH3:11])([CH3:3])[CH3:2].[Li+].[OH-].O.CCOC(C)=O, predict the reaction product. The product is: [CH:1]([O:4][C:5]1[CH:6]=[CH:7][C:8]([C:12]([OH:14])=[O:13])=[N:9][C:10]=1[CH3:11])([CH3:3])[CH3:2]. (3) Given the reactants [C:7]([O:6][O:6][C:7]([CH3:10])([CH3:9])[CH3:8])([CH3:10])([CH3:9])[CH3:8].[CH2:11]1[CH2:16][CH2:15][CH2:14][CH2:13][CH2:12]1, predict the reaction product. The product is: [CH:11]1([O:6][C:7]([CH3:8])([CH3:9])[CH3:10])[CH2:16][CH2:15][CH2:14][CH2:13][CH2:12]1. (4) Given the reactants [N:1]1[CH:6]=[CH:5][CH:4]=[C:3]([N:7]2[CH:11]=[C:10]([C:12]3[N:17]=[C:16]([C:18](=[O:20])[CH3:19])[CH:15]=[CH:14][CH:13]=3)[CH:9]=[N:8]2)[CH:2]=1.C1(C)C=CC(S(O)(=O)=O)=CC=1.[CH2:32](O)[CH2:33][OH:34], predict the reaction product. The product is: [CH3:19][C:18]1([C:16]2[CH:15]=[CH:14][CH:13]=[C:12]([C:10]3[CH:9]=[N:8][N:7]([C:3]4[CH:2]=[N:1][CH:6]=[CH:5][CH:4]=4)[CH:11]=3)[N:17]=2)[O:34][CH2:33][CH2:32][O:20]1. (5) The product is: [CH:34]1([CH2:37][CH2:38][O:39][C:6]2[N:14]=[C:13]3[C:9]([N:10]=[C:11]([O:24][CH3:25])[N:12]3[CH2:15][CH2:16][CH2:17][CH:18]3[CH2:19][CH2:20][O:21][CH2:22][CH2:23]3)=[C:8]([NH2:26])[N:7]=2)[CH2:36][CH2:35]1. Given the reactants C(N[C:6]1[N:14]=[C:13]2[C:9]([N:10]=[C:11]([O:24][CH3:25])[N:12]2[CH2:15][CH2:16][CH2:17][CH:18]2[CH2:23][CH2:22][O:21][CH2:20][CH2:19]2)=[C:8]([NH2:26])[N:7]=1)CCC.FC(F)(F)C(O)=O.[CH:34]1([CH2:37][CH2:38][O:39]C2NC(N)=C3C(N=2)=NC(OC)=N3)[CH2:36][CH2:35]1.BrCCCC1CCOCC1, predict the reaction product. (6) Given the reactants [F:1][C:2]([F:41])([F:40])[C:3]1[CH:4]=[C:5]([CH:33]=[C:34]([C:36]([F:39])([F:38])[F:37])[CH:35]=1)[CH2:6][N:7]([C:27]1[N:28]=[N:29][N:30]([CH3:32])[N:31]=1)[C@H:8]1[CH2:14][CH2:13][CH2:12][N:11](C(Cl)=O)[C:10]2[CH:18]=[C:19]([C:23]([F:26])([F:25])[F:24])[C:20]([CH3:22])=[CH:21][C:9]1=2.C(OC(=O)[NH:48]CCO)(C)(C)C.CN(C1C=CC=CN=1)C.[H-].[Na+].[C:64]([O:67][CH2:68][CH3:69])(=[O:66])C, predict the reaction product. The product is: [NH2:48][CH2:69][CH2:68][O:67][C:64]([N:11]1[CH2:12][CH2:13][CH2:14][C@H:8]([N:7]([CH2:6][C:5]2[CH:4]=[C:3]([C:2]([F:41])([F:40])[F:1])[CH:35]=[C:34]([C:36]([F:39])([F:38])[F:37])[CH:33]=2)[C:27]2[N:28]=[N:29][N:30]([CH3:32])[N:31]=2)[C:9]2[CH:21]=[C:20]([CH3:22])[C:19]([C:23]([F:26])([F:25])[F:24])=[CH:18][C:10]1=2)=[O:66].